Dataset: Forward reaction prediction with 1.9M reactions from USPTO patents (1976-2016). Task: Predict the product of the given reaction. (1) Given the reactants C(=O)(O)[O-].[Na+].Cl.[NH2:7][OH:8].[C:9](Cl)([O:11][CH2:12][CH:13]1[C:25]2[C:20](=[CH:21][CH:22]=[CH:23][CH:24]=2)[C:19]2[C:14]1=[CH:15][CH:16]=[CH:17][CH:18]=2)=[O:10], predict the reaction product. The product is: [OH:8][NH:7][C:9](=[O:10])[O:11][CH2:12][CH:13]1[C:25]2[CH:24]=[CH:23][CH:22]=[CH:21][C:20]=2[C:19]2[C:14]1=[CH:15][CH:16]=[CH:17][CH:18]=2. (2) Given the reactants Cl[C:2]1[C:10]([F:11])=[CH:9][C:5]([C:6]([OH:8])=O)=[C:4]([F:12])[CH:3]=1.[CH3:13][CH:14]([NH2:16])[CH3:15].Cl.Cl.C[Si](C)(C)CCOC[N:25]1[C:29]2[N:30]=[CH:31][N:32]=[C:33]([C:34]3[CH:35]=[N:36][N:37]([C:39]4([CH2:43][C:44]#[N:45])[CH2:42][NH:41][CH2:40]4)[CH:38]=3)[C:28]=2[CH:27]=[CH:26]1, predict the reaction product. The product is: [C:44]([CH2:43][C:39]1([N:37]2[CH:38]=[C:34]([C:33]3[C:28]4[CH:27]=[CH:26][NH:25][C:29]=4[N:30]=[CH:31][N:32]=3)[CH:35]=[N:36]2)[CH2:42][N:41]([C:2]2[C:10]([F:11])=[CH:9][C:5]([C:6]([NH:16][CH:14]([CH3:15])[CH3:13])=[O:8])=[C:4]([F:12])[CH:3]=2)[CH2:40]1)#[N:45]. (3) Given the reactants ClC1C=CC(O[C@@H](C)C(OC)=O)=CC=1CN1C2C(=CC(C(O)=O)=CC=2)C(C)=C1C.[Cl:30][C:31]1[CH:54]=[CH:53][C:34]([CH2:35][N:36]2[C:44]3[C:39](=[CH:40][C:41]([C:45]([O:47]CC=C)=[O:46])=[CH:42][CH:43]=3)[C:38]([CH3:51])=[C:37]2[CH3:52])=[CH:33][C:32]=1[O:55][C@@H:56]([CH3:61])[C:57]([O:59][CH3:60])=[O:58], predict the reaction product. The product is: [Cl:30][C:31]1[CH:54]=[CH:53][C:34]([CH2:35][N:36]2[C:44]3[C:39](=[CH:40][C:41]([C:45]([OH:47])=[O:46])=[CH:42][CH:43]=3)[C:38]([CH3:51])=[C:37]2[CH3:52])=[CH:33][C:32]=1[O:55][C@@H:56]([CH3:61])[C:57]([O:59][CH3:60])=[O:58]. (4) Given the reactants [Cl:1][C:2]1[CH:7]=[C:6]([C:8](=[O:10])[CH3:9])[CH:5]=[C:4]([Cl:11])[N:3]=1.[CH2:12](O)[CH2:13][OH:14].CC1C=CC(S(O)(=O)=O)=CC=1, predict the reaction product. The product is: [Cl:1][C:2]1[CH:7]=[C:6]([C:8]2([CH3:9])[O:14][CH2:13][CH2:12][O:10]2)[CH:5]=[C:4]([Cl:11])[N:3]=1. (5) Given the reactants [CH3:1][O:2][C:3]1[N:8]=[CH:7][C:6]([N:9]2[C:13]([C:14]3[CH:19]=[CH:18][C:17]([CH3:20])=[CH:16][N:15]=3)=[CH:12][C:11]([C:21]([OH:23])=O)=[N:10]2)=[CH:5][CH:4]=1.Cl.[CH3:25][NH:26][CH3:27], predict the reaction product. The product is: [CH3:25][N:26]([CH3:27])[C:21]([C:11]1[CH:12]=[C:13]([C:14]2[CH:19]=[CH:18][C:17]([CH3:20])=[CH:16][N:15]=2)[N:9]([C:6]2[CH:7]=[N:8][C:3]([O:2][CH3:1])=[CH:4][CH:5]=2)[N:10]=1)=[O:23].